This data is from Ames mutagenicity test results for genotoxicity prediction. The task is: Regression/Classification. Given a drug SMILES string, predict its toxicity properties. Task type varies by dataset: regression for continuous values (e.g., LD50, hERG inhibition percentage) or binary classification for toxic/non-toxic outcomes (e.g., AMES mutagenicity, cardiotoxicity, hepatotoxicity). Dataset: ames. (1) The compound is CCN(CCCl)CCCNc1c2ccccc2nc2c1ccc1ccccc12. The result is 1 (mutagenic). (2) The result is 0 (non-mutagenic). The compound is CC(CNC(=O)c1cccnc1)NC(=O)c1cccnc1. (3) The compound is CC(=O)N/N=C/C1=CN(O)c2ccccc2N1O. The result is 1 (mutagenic). (4) The molecule is Oc1ccc2c(c1)-c1ccc3ccc4cccc5cc-2c1c3c45. The result is 1 (mutagenic). (5) The result is 1 (mutagenic). The drug is OC1C=Cc2c(cc3ccc4cccc5ccc2c3c45)C1. (6) The drug is C=COC(=O)C=C. The result is 0 (non-mutagenic).